This data is from Peptide-MHC class II binding affinity with 134,281 pairs from IEDB. The task is: Regression. Given a peptide amino acid sequence and an MHC pseudo amino acid sequence, predict their binding affinity value. This is MHC class II binding data. The peptide sequence is FGQNTGAIAAAEARY. The MHC is HLA-DPA10201-DPB11401 with pseudo-sequence HLA-DPA10201-DPB11401. The binding affinity (normalized) is 0.178.